From a dataset of Reaction yield outcomes from USPTO patents with 853,638 reactions. Predict the reaction yield, written as a fraction of the theoretical maximum amount of product (1.0 means a 100% yield; for example, 0.34 means a 34% yield). (1) The reactants are [C:1]([C:3]1[C:11]2[C:6](=[CH:7][C:8]([C:12](Cl)=[O:13])=[CH:9][CH:10]=2)[N:5]([CH2:15][CH3:16])[CH:4]=1)#[N:2].[NH2:17][C:18]1[CH:23]=[CH:22][CH:21]=[CH:20][CH:19]=1.CCOC(C)=O.C(Cl)Cl. The catalyst is C1COCC1.O. The product is [C:18]1([NH:17][C:12]([C:8]2[CH:7]=[C:6]3[C:11]([C:3]([C:1]#[N:2])=[CH:4][N:5]3[CH2:15][CH3:16])=[CH:10][CH:9]=2)=[O:13])[CH:23]=[CH:22][CH:21]=[CH:20][CH:19]=1. The yield is 0.510. (2) The reactants are CO[C:3](=[O:24])[C:4]1[CH:9]=[CH:8][C:7]([O:10][CH2:11][C:12]2[C:13]([C:18]3[CH:23]=[CH:22][CH:21]=[CH:20][N:19]=3)=[N:14][O:15][C:16]=2[CH3:17])=[N:6][CH:5]=1.[NH:25]1[CH2:30][CH2:29][O:28][CH2:27][CH2:26]1. No catalyst specified. The product is [CH3:17][C:16]1[O:15][N:14]=[C:13]([C:18]2[CH:23]=[CH:22][CH:21]=[CH:20][N:19]=2)[C:12]=1[CH2:11][O:10][C:7]1[N:6]=[CH:5][C:4]([C:3]([N:25]2[CH2:30][CH2:29][O:28][CH2:27][CH2:26]2)=[O:24])=[CH:9][CH:8]=1. The yield is 0.790. (3) The reactants are [CH2:1]([N:8]1[N:17]=[C:16](Cl)[C:15]2[C:10](=[CH:11][CH:12]=[CH:13][CH:14]=2)[C:9]1=[O:19])[C:2]1[CH:7]=[CH:6][CH:5]=[CH:4][CH:3]=1.[CH3:20][C:21]1[C:25](B2OC(C)(C)C(C)(C)O2)=[C:24]([CH3:35])[O:23][N:22]=1.C([O-])([O-])=O.[Na+].[Na+]. The catalyst is C1(C)C=CC=CC=1.C(O)C.O.C1C=CC([P]([Pd]([P](C2C=CC=CC=2)(C2C=CC=CC=2)C2C=CC=CC=2)([P](C2C=CC=CC=2)(C2C=CC=CC=2)C2C=CC=CC=2)[P](C2C=CC=CC=2)(C2C=CC=CC=2)C2C=CC=CC=2)(C2C=CC=CC=2)C2C=CC=CC=2)=CC=1. The product is [CH2:1]([N:8]1[N:17]=[C:16]([C:25]2[C:21]([CH3:20])=[N:22][O:23][C:24]=2[CH3:35])[C:15]2[C:10](=[CH:11][CH:12]=[CH:13][CH:14]=2)[C:9]1=[O:19])[C:2]1[CH:7]=[CH:6][CH:5]=[CH:4][CH:3]=1. The yield is 0.230. (4) The reactants are [CH:1]1([C:4]([CH:6]2[CH2:8][CH2:7]2)=O)[CH2:3][CH2:2]1.[CH3:9][C:10]([S@:13]([NH2:15])=[O:14])([CH3:12])[CH3:11]. The catalyst is O1CCCC1.[Cl-].[Na+].O.[O-]CC.[Ti+4].[O-]CC.[O-]CC.[O-]CC. The product is [CH:1]1([C:4]([CH:6]2[CH2:8][CH2:7]2)=[N:15][S@@:13]([C:10]([CH3:12])([CH3:11])[CH3:9])=[O:14])[CH2:3][CH2:2]1. The yield is 0.220. (5) The reactants are [Br:1][C:2]1[CH:3]=[C:4]([CH:6]=[C:7]([CH3:9])[CH:8]=1)[NH2:5].[CH:10]([S:13](Cl)(=[O:15])=[O:14])([CH3:12])[CH3:11].N1C=CC=CC=1. The catalyst is C(Cl)Cl. The product is [Br:1][C:2]1[CH:3]=[C:4]([NH:5][S:13]([CH:10]([CH3:12])[CH3:11])(=[O:15])=[O:14])[CH:6]=[C:7]([CH3:9])[CH:8]=1. The yield is 0.850. (6) The reactants are [CH:1]1([O:4][C:5]2[CH:13]=[CH:12][C:8]([C:9]([OH:11])=O)=[CH:7][C:6]=2[S:14]([N:17]2[CH2:23][CH:22]([OH:24])[CH2:21][O:20][CH2:19][CH2:18]2)(=[O:16])=[O:15])[CH2:3][CH2:2]1.[Cl:25][C:26]1[CH:27]=[C:28]([CH:30]=[CH:31][C:32]=1[F:33])[NH2:29].CN(C(ON1N=NC2C=CC=NC1=2)=[N+](C)C)C.F[P-](F)(F)(F)(F)F.CCN(C(C)C)C(C)C. The catalyst is CN(C=O)C.O. The product is [Cl:25][C:26]1[CH:27]=[C:28]([NH:29][C:9](=[O:11])[C:8]2[CH:12]=[CH:13][C:5]([O:4][CH:1]3[CH2:3][CH2:2]3)=[C:6]([S:14]([N:17]3[CH2:23][CH:22]([OH:24])[CH2:21][O:20][CH2:19][CH2:18]3)(=[O:15])=[O:16])[CH:7]=2)[CH:30]=[CH:31][C:32]=1[F:33]. The yield is 0.408.